From a dataset of Full USPTO retrosynthesis dataset with 1.9M reactions from patents (1976-2016). Predict the reactants needed to synthesize the given product. (1) Given the product [CH3:1][C@H:2]1[O:7][C@@H:6]([CH3:8])[CH2:5][N:4]([C:9]2[C:16]([F:17])=[C:15]([F:18])[C:14]([C:19]#[C:20][C:31]3[S:32][CH:33]=[N:34][N:35]=3)=[CH:13][C:10]=2[CH:11]=[O:12])[CH2:3]1, predict the reactants needed to synthesize it. The reactants are: [CH3:1][C@H:2]1[O:7][C@@H:6]([CH3:8])[CH2:5][N:4]([C:9]2[C:16]([F:17])=[C:15]([F:18])[C:14]([C:19]#[CH:20])=[CH:13][C:10]=2[CH:11]=[O:12])[CH2:3]1.CCN(C(C)C)C(C)C.Br[C:31]1[S:32][CH:33]=[N:34][N:35]=1. (2) The reactants are: [CH3:1][CH:2]([O:4][C@@H:5]([CH3:22])[C@@H:6]([C:18]([O:20][CH3:21])=[O:19])[NH:7]C(OCC1C=CC=CC=1)=O)[CH3:3]. Given the product [CH3:3][CH:2]([O:4][C@@H:5]([CH3:22])[C@@H:6]([C:18]([O:20][CH3:21])=[O:19])[NH2:7])[CH3:1], predict the reactants needed to synthesize it.